Dataset: Catalyst prediction with 721,799 reactions and 888 catalyst types from USPTO. Task: Predict which catalyst facilitates the given reaction. (1) Reactant: Cl[C:2]1[C:7]([C:8]([O:10][CH2:11][CH3:12])=[O:9])=[CH:6][N:5]=[C:4]([S:13][CH3:14])[N:3]=1.C([N:17](CC)CC)C.N. Product: [NH2:17][C:2]1[C:7]([C:8]([O:10][CH2:11][CH3:12])=[O:9])=[CH:6][N:5]=[C:4]([S:13][CH3:14])[N:3]=1. The catalyst class is: 1. (2) Reactant: [Cl:1][C:2]1[CH:3]=[C:4]([C:12]2[O:16][N:15]=[C:14]([C:17]3[C:27]4[O:26][CH2:25][CH2:24][N:23]([CH2:28][CH2:29][C:30]([O:32]CC)=[O:31])[CH2:22][C:21]=4[CH:20]=[CH:19][CH:18]=3)[N:13]=2)[CH:5]=[CH:6][C:7]=1[O:8][CH:9]([CH3:11])[CH3:10].[OH-].[Na+]. The catalyst class is: 8. Product: [Cl:1][C:2]1[CH:3]=[C:4]([C:12]2[O:16][N:15]=[C:14]([C:17]3[C:27]4[O:26][CH2:25][CH2:24][N:23]([CH2:28][CH2:29][C:30]([OH:32])=[O:31])[CH2:22][C:21]=4[CH:20]=[CH:19][CH:18]=3)[N:13]=2)[CH:5]=[CH:6][C:7]=1[O:8][CH:9]([CH3:11])[CH3:10]. (3) Reactant: C(=O)([O-])[O-].[K+].[K+].[NH2:7][CH2:8][CH:9]([C:25]1[CH:30]=[CH:29][CH:28]=[CH:27][CH:26]=1)[CH2:10][C:11]([NH:13][C:14]1[CH:24]=[CH:23][C:17]([C:18]([O:20][CH2:21][CH3:22])=[O:19])=[CH:16][CH:15]=1)=[O:12].[S:31](Cl)([C:34]1[CH:40]=[CH:39][C:37]([CH3:38])=[CH:36][CH:35]=1)(=[O:33])=[O:32]. Product: [CH3:38][C:37]1[CH:39]=[CH:40][C:34]([S:31]([NH:7][CH2:8][CH:9]([C:25]2[CH:26]=[CH:27][CH:28]=[CH:29][CH:30]=2)[CH2:10][C:11]([NH:13][C:14]2[CH:24]=[CH:23][C:17]([C:18]([O:20][CH2:21][CH3:22])=[O:19])=[CH:16][CH:15]=2)=[O:12])(=[O:33])=[O:32])=[CH:35][CH:36]=1. The catalyst class is: 38.